From a dataset of Forward reaction prediction with 1.9M reactions from USPTO patents (1976-2016). Predict the product of the given reaction. (1) Given the reactants N1C2C(=CC=CC=2C(OC)=O)C=C1.[CH3:29][C:24]1([CH3:30])[C:25]([CH3:28])([CH3:27])[O:26][B:22]([B:22]2[O:26][C:25]([CH3:28])([CH3:27])[C:24]([CH3:30])([CH3:29])[O:23]2)[O:23]1.C1C=CC(P(C2C=CC=CC=2)C2C=CC=CC=2)=CC=1.C([O-])([O-])=O.[K+].[K+].FC(F)(F)S(O[C:63]1[CH2:69][O:68][CH2:67][CH2:66][N:65]([C:70]([O:72][C:73]([CH3:76])([CH3:75])[CH3:74])=[O:71])[CH:64]=1)(=O)=O, predict the reaction product. The product is: [CH3:28][C:25]1([CH3:27])[C:24]([CH3:29])([CH3:30])[O:23][B:22]([C:63]2[CH2:69][O:68][CH2:67][CH2:66][N:65]([C:70]([O:72][C:73]([CH3:76])([CH3:75])[CH3:74])=[O:71])[CH:64]=2)[O:26]1. (2) Given the reactants [CH3:1][C:2]1[CH:7]=[CH:6][C:5]([S:8]([O:11][CH2:12][C@H:13]([CH2:19][OH:20])[CH2:14][CH2:15][CH:16]2[CH2:18][O:17]2)(=[O:10])=[O:9])=[CH:4][CH:3]=1.CC1C=CC(S(O)(=O)=O)=CC=1.O, predict the reaction product. The product is: [CH3:1][C:2]1[CH:7]=[CH:6][C:5]([S:8]([O:11][CH2:12][C@H:13]2[CH2:14][CH2:15][CH:16]([CH2:18][OH:17])[O:20][CH2:19]2)(=[O:10])=[O:9])=[CH:4][CH:3]=1.